This data is from Full USPTO retrosynthesis dataset with 1.9M reactions from patents (1976-2016). The task is: Predict the reactants needed to synthesize the given product. Given the product [F:26][C:27]([S:28]([O:20][C:9]1[C:8]([O:21][CH3:22])=[CH:7][C:6]2[C@@H:5]3[C@H:14]([C@H:15]4[C@@:2]([CH2:3][CH2:4]3)([CH3:1])[C:18](=[O:19])[CH2:17][CH2:16]4)[CH2:13][CH2:12][C:11]=2[CH:10]=1)(=[O:30])=[O:29])([F:40])[F:39], predict the reactants needed to synthesize it. The reactants are: [CH3:1][C@@:2]12[C:18](=[O:19])[CH2:17][CH2:16][C@H:15]1[C@H:14]1[C@@H:5]([C:6]3[C:11]([CH2:12][CH2:13]1)=[CH:10][C:9]([OH:20])=[C:8]([O:21][CH3:22])[CH:7]=3)[CH2:4][CH2:3]2.C(Cl)Cl.[F:26][C:27]([F:40])([F:39])[S:28](O[S:28]([C:27]([F:40])([F:39])[F:26])(=[O:30])=[O:29])(=[O:30])=[O:29].Cl.